Dataset: Full USPTO retrosynthesis dataset with 1.9M reactions from patents (1976-2016). Task: Predict the reactants needed to synthesize the given product. Given the product [CH3:18][C:19]1[CH:26]=[CH:25][CH:24]=[C:23]([CH3:27])[C:20]=1[CH2:21][N:1]1[C:9]2[C:4](=[CH:5][CH:6]=[C:7]([CH:10]=[O:11])[CH:8]=2)[CH:3]=[CH:2]1, predict the reactants needed to synthesize it. The reactants are: [NH:1]1[C:9]2[C:4](=[CH:5][CH:6]=[C:7]([CH:10]=[O:11])[CH:8]=2)[CH:3]=[CH:2]1.C(=O)([O-])[O-].[K+].[K+].[CH3:18][C:19]1[CH:26]=[CH:25][CH:24]=[C:23]([CH3:27])[C:20]=1[CH2:21]Cl.